Predict the product of the given reaction. From a dataset of Forward reaction prediction with 1.9M reactions from USPTO patents (1976-2016). (1) Given the reactants [NH2:1][C:2]1[CH:6]=[CH:5][O:4][N:3]=1.N1C=CC=CC=1.[Cl:13][C:14]1[CH:19]=[CH:18][C:17]([C:20]2[CH:25]=[C:24]([O:26][CH3:27])[C:23]([N:28]3[C:37]4[C:32](=[CH:33][C:34]([S:38](Cl)(=[O:40])=[O:39])=[CH:35][CH:36]=4)[N:31]=[CH:30][C:29]3=[O:42])=[CH:22][C:21]=2[F:43])=[CH:16][C:15]=1[CH3:44], predict the reaction product. The product is: [Cl:13][C:14]1[CH:19]=[CH:18][C:17]([C:20]2[CH:25]=[C:24]([O:26][CH3:27])[C:23]([N:28]3[C:37]4[C:32](=[CH:33][C:34]([S:38]([NH:1][C:2]5[CH:6]=[CH:5][O:4][N:3]=5)(=[O:40])=[O:39])=[CH:35][CH:36]=4)[N:31]=[CH:30][C:29]3=[O:42])=[CH:22][C:21]=2[F:43])=[CH:16][C:15]=1[CH3:44]. (2) Given the reactants [CH2:1]([N:8]1[CH:12]=[C:11]([C:13]2[S:14][C:15]([C:19]([OH:21])=O)=[C:16]([CH3:18])[N:17]=2)[N:10]=[N:9]1)[C:2]1[CH:7]=[CH:6][CH:5]=CC=1.C1(CC[N:27]2[CH:31]=[C:30]([C:32]3S[C:34]([C:38](O)=O)=[C:35](C)[N:36]=3)N=N2)CC1.N1C=CC=C(CN)C=1, predict the reaction product. The product is: [CH:7]1([CH2:2][CH2:1][N:8]2[CH:12]=[C:11]([C:13]3[S:14][C:15]([C:19]([NH:27][CH2:31][C:30]4[CH:32]=[N:36][CH:35]=[CH:34][CH:38]=4)=[O:21])=[C:16]([CH3:18])[N:17]=3)[N:10]=[N:9]2)[CH2:6][CH2:5]1. (3) Given the reactants [C:1]12([CH2:11][NH:12][C@H:13]([CH3:22])[C@H:14]([C:16]3[CH:21]=[CH:20][CH:19]=[CH:18][CH:17]=3)[OH:15])[CH2:10][CH:5]3[CH2:6][CH:7]([CH2:9][CH:3]([CH2:4]3)[CH2:2]1)[CH2:8]2.CCN(C(C)C)C(C)C.Cl[C:33](Cl)([O:35]C(=O)OC(Cl)(Cl)Cl)Cl, predict the reaction product. The product is: [C:1]12([CH2:11][N:12]3[C@H:13]([CH3:22])[C@H:14]([C:16]4[CH:17]=[CH:18][CH:19]=[CH:20][CH:21]=4)[O:15][C:33]3=[O:35])[CH2:8][CH:7]3[CH2:6][CH:5]([CH2:4][CH:3]([CH2:9]3)[CH2:2]1)[CH2:10]2. (4) Given the reactants [NH2:1][C:2]1[CH:10]=[CH:9][CH:8]=[C:7]([O:11][CH3:12])[C:3]=1[C:4]([OH:6])=[O:5].[CH3:13][N:14]=[C:15]=O.Cl.CN(C)CCCN=C=NCC.C(N(CC)CC)C, predict the reaction product. The product is: [CH3:12][O:11][C:7]1[C:3]2[C:4](=[O:6])[O:5][C:13]([NH:14][CH3:15])=[N:1][C:2]=2[CH:10]=[CH:9][CH:8]=1.